Dataset: Forward reaction prediction with 1.9M reactions from USPTO patents (1976-2016). Task: Predict the product of the given reaction. (1) Given the reactants [Br:1][C:2]([F:10])([F:9])[C:3]([F:8])([F:7])[CH2:4][CH2:5]Br.[C:11]([O-:19])(=[O:18])[C:12]1[CH:17]=[CH:16][CH:15]=[CH:14][CH:13]=1.[Na+].C1(C)C=CC=CC=1.O, predict the reaction product. The product is: [C:11]([O:19][CH2:5][CH2:4][C:3]([F:8])([F:7])[C:2]([Br:1])([F:10])[F:9])(=[O:18])[C:12]1[CH:17]=[CH:16][CH:15]=[CH:14][CH:13]=1. (2) Given the reactants [C:1]([OH:8])(=[O:7])[CH2:2][CH2:3][C:4]([OH:6])=[O:5].[CH2:9]([CH:11]([CH2:14][CH2:15][CH2:16][CH3:17])[CH2:12]O)[CH3:10].[C:18]1([CH3:28])[CH:23]=[CH:22][C:21](S(O)(=O)=O)=[CH:20][CH:19]=1.[OH-].[Na+].[C:31]1(C)C=CC=CC=1, predict the reaction product. The product is: [CH3:17][CH2:16][CH2:15][CH2:14][CH:11]([CH2:12][O:5][C:4]([CH2:3][CH2:2][C:1]([O:8][CH2:31][CH:21]([CH2:22][CH2:23][CH2:18][CH3:28])[CH2:20][CH3:19])=[O:7])=[O:6])[CH2:9][CH3:10]. (3) Given the reactants [CH2:1]([N:4]1[C:12]2[C:11](=O)[NH:10][C:9]([NH2:14])=[N:8][C:7]=2[N:6]([C@@H:15]2[O:27][C@H:26]([CH2:28][O:29][C:30](=[O:32])[CH3:31])[C@@H:21]([O:22][C:23](=[O:25])[CH3:24])[C@H:16]2[O:17][C:18](=[O:20])[CH3:19])[C:5]1=[O:33])[CH:2]=[CH2:3].P(Cl)(Cl)([Cl:36])=O, predict the reaction product. The product is: [CH2:1]([N:4]1[C:12]2[C:7](=[N:8][C:9]([NH2:14])=[N:10][C:11]=2[Cl:36])[N:6]([C@@H:15]2[O:27][C@H:26]([CH2:28][O:29][C:30](=[O:32])[CH3:31])[C@@H:21]([O:22][C:23](=[O:25])[CH3:24])[C@H:16]2[O:17][C:18](=[O:20])[CH3:19])[C:5]1=[O:33])[CH:2]=[CH2:3].